This data is from Catalyst prediction with 721,799 reactions and 888 catalyst types from USPTO. The task is: Predict which catalyst facilitates the given reaction. (1) Reactant: [C:1]1([NH2:8])[C:2]([NH2:7])=[CH:3][CH:4]=[CH:5][CH:6]=1.[NH:9]1[CH2:14][CH2:13][CH:12]([C:15](O)=O)[CH2:11][CH2:10]1.[OH-].[Na+]. Product: [NH:9]1[CH2:14][CH2:13][CH:12]([C:15]2[NH:8][C:1]3[CH:6]=[CH:5][CH:4]=[CH:3][C:2]=3[N:7]=2)[CH2:11][CH2:10]1. The catalyst class is: 33. (2) Reactant: [NH2:1][CH2:2][C:3]1[C:12]2[C:7](=[CH:8][CH:9]=[CH:10][CH:11]=2)[C:6](=[O:13])[N:5]([NH:14][C:15](=[O:24])[CH2:16][C:17]2[CH:22]=[CH:21][C:20]([Cl:23])=[CH:19][CH:18]=2)[N:4]=1.[N:25]([C:28]([CH3:31])([CH3:30])[CH3:29])=[C:26]=[O:27]. Product: [C:28]([NH:25][C:26]([NH:1][CH2:2][C:3]1[C:12]2[C:7](=[CH:8][CH:9]=[CH:10][CH:11]=2)[C:6](=[O:13])[N:5]([NH:14][C:15](=[O:24])[CH2:16][C:17]2[CH:18]=[CH:19][C:20]([Cl:23])=[CH:21][CH:22]=2)[N:4]=1)=[O:27])([CH3:31])([CH3:30])[CH3:29]. The catalyst class is: 2. (3) Reactant: [Si]([O:8][C:9]1[C:13]([CH2:14][C:15]2[CH:20]=[CH:19][C:18]([CH2:21][CH3:22])=[CH:17][CH:16]=2)=[C:12]([C:23]([F:26])([F:25])[F:24])[N:11]([CH:27]([CH2:30][F:31])[CH2:28][F:29])[N:10]=1)(C(C)(C)C)(C)C.[F-].C([N+](CCCC)(CCCC)CCCC)CCC. Product: [CH2:21]([C:18]1[CH:17]=[CH:16][C:15]([CH2:14][C:13]2[C:9](=[O:8])[NH:10][N:11]([CH:27]([CH2:30][F:31])[CH2:28][F:29])[C:12]=2[C:23]([F:24])([F:25])[F:26])=[CH:20][CH:19]=1)[CH3:22]. The catalyst class is: 7. (4) Reactant: [NH2:1][C:2]1[CH:3]=[N:4][CH:5]=[CH:6][C:7]=1[N:8]1[CH2:13][CH2:12][CH2:11][C@H:10]([NH:14][C:15](=[O:21])[O:16][C:17]([CH3:20])([CH3:19])[CH3:18])[CH2:9]1.[C:22]([O:26][C:27]([NH:29][C:30]1[S:38][C:37]2[C:32](=[N:33][CH:34]=[C:35]([F:39])[CH:36]=2)[C:31]=1[C:40](O)=[O:41])=[O:28])([CH3:25])([CH3:24])[CH3:23].CN(C(ON1N=NC2C=CC=NC1=2)=[N+](C)C)C.F[P-](F)(F)(F)(F)F.CCN(C(C)C)C(C)C. Product: [C:22]([O:26][C:27]([NH:29][C:30]1[S:38][C:37]2[C:32](=[N:33][CH:34]=[C:35]([F:39])[CH:36]=2)[C:31]=1[C:40]([NH:1][C:2]1[CH:3]=[N:4][CH:5]=[CH:6][C:7]=1[N:8]1[CH2:13][CH2:12][CH2:11][C@H:10]([NH:14][C:15](=[O:21])[O:16][C:17]([CH3:18])([CH3:20])[CH3:19])[CH2:9]1)=[O:41])=[O:28])([CH3:25])([CH3:23])[CH3:24]. The catalyst class is: 3. (5) Reactant: Br[C:2]1[C:7]([Br:8])=[CH:6][CH:5]=[CH:4][N:3]=1.[NH2:9][NH2:10].C(N(CC)CC)C.[C:18](Cl)(=[O:20])[CH3:19]. Product: [Br:8][C:7]1[C:2]([N:9]([C:18](=[O:20])[CH3:19])[NH2:10])=[N:3][CH:4]=[CH:5][CH:6]=1. The catalyst class is: 12.